From a dataset of Full USPTO retrosynthesis dataset with 1.9M reactions from patents (1976-2016). Predict the reactants needed to synthesize the given product. (1) Given the product [F:18][C:2]([F:1])([F:17])[C:3]1[CH:4]=[CH:5][C:6]([O:9][C:10]2[CH:11]=[CH:12][C:13]([O:16][C:24](=[O:25])[N:23]([CH:20]([CH3:22])[CH3:21])[CH3:32])=[CH:14][CH:15]=2)=[N:7][CH:8]=1, predict the reactants needed to synthesize it. The reactants are: [F:1][C:2]([F:18])([F:17])[C:3]1[CH:4]=[CH:5][C:6]([O:9][C:10]2[CH:15]=[CH:14][C:13]([OH:16])=[CH:12][CH:11]=2)=[N:7][CH:8]=1.[I-].[CH:20]([N:23]([CH3:32])[C:24](N1C=C[N+](C)=C1)=[O:25])([CH3:22])[CH3:21]. (2) Given the product [CH:14]1([CH2:20][C:21]#[C:22][C:2]2[S:3][CH:4]=[CH:5][N:6]=2)[CH2:19][CH2:18][CH2:17][CH2:16][CH2:15]1, predict the reactants needed to synthesize it. The reactants are: Br[C:2]1[S:3][CH:4]=[CH:5][N:6]=1.C(N(CC)CC)C.[CH:14]1([CH2:20][C:21]#[CH:22])[CH2:19][CH2:18][CH2:17][CH2:16][CH2:15]1.CCCCCC. (3) Given the product [C:1]([O:5][C:6](=[O:7])[NH:8][C@H:9]1[CH2:14][CH2:13][C@@H:12]([N:20]=[N+:21]=[N-:22])[CH2:11][CH2:10]1)([CH3:4])([CH3:3])[CH3:2], predict the reactants needed to synthesize it. The reactants are: [C:1]([O:5][C:6]([NH:8][C@H:9]1[CH2:14][CH2:13][C@H:12](OS(C)(=O)=O)[CH2:11][CH2:10]1)=[O:7])([CH3:4])([CH3:3])[CH3:2].[N-:20]=[N+:21]=[N-:22].[Na+]. (4) Given the product [Cl:1][C:2]1[C:10]2[N:6]([C:7]([CH2:14][CH2:15][O:16][CH3:17])=[CH:8][C:9]=2[C:11]([NH:22][CH2:21][C:20]2[CH:23]=[CH:24][CH:25]=[C:26]([C:27]([F:28])([F:29])[F:30])[C:19]=2[Cl:18])=[O:13])[CH:5]=[CH:4][CH:3]=1, predict the reactants needed to synthesize it. The reactants are: [Cl:1][C:2]1[C:10]2[N:6]([C:7]([CH2:14][CH2:15][O:16][CH3:17])=[CH:8][C:9]=2[C:11]([OH:13])=O)[CH:5]=[CH:4][CH:3]=1.[Cl:18][C:19]1[C:26]([C:27]([F:30])([F:29])[F:28])=[CH:25][CH:24]=[CH:23][C:20]=1[CH2:21][NH2:22].Cl.CN(C)CCCN=C=NCC.N1(O)C2C=CC=CC=2N=N1.C(N(C(C)C)C(C)C)C. (5) The reactants are: OS(O)(=O)=O.[CH:6]1[C:11]([C:12]2[CH:13]=[CH:14][C:15]([F:19])=[CH:16][C:17]=2[F:18])=[CH:10][C:9]([C:20]([OH:22])=[O:21])=[C:8]([OH:23])[CH:7]=1.[CH3:24][CH2:25]O. Given the product [F:18][C:17]1[CH:16]=[C:15]([F:19])[CH:14]=[CH:13][C:12]=1[C:11]1[CH:6]=[CH:7][C:8]([OH:23])=[C:9]([C:20]([O:22][CH2:24][CH3:25])=[O:21])[CH:10]=1, predict the reactants needed to synthesize it. (6) The reactants are: [C:1]([O:5][C:6]([N:8]1[C@@H:13]([CH2:14][OH:15])[CH2:12][O:11][C@@H:10]([O:16][CH2:17][C:18]([CH3:21])([CH3:20])[CH3:19])[C@@H:9]1[CH3:22])=[O:7])([CH3:4])([CH3:3])[CH3:2].C(N(CC)C(C)C)(C)C.S(=O)(=O)=O.N1C=CC=CC=1. Given the product [C:1]([O:5][C:6]([N:8]1[C@@H:13]([CH:14]=[O:15])[CH2:12][O:11][C@@H:10]([O:16][CH2:17][C:18]([CH3:21])([CH3:20])[CH3:19])[C@@H:9]1[CH3:22])=[O:7])([CH3:4])([CH3:3])[CH3:2], predict the reactants needed to synthesize it. (7) Given the product [NH2:8][C@H:9]1[CH2:14][CH2:13][CH2:12][CH2:11][C@H:10]1[NH:15][C:16]1[N:21]=[C:20]([C:22]2[S:26][N:25]=[CH:24][CH:23]=2)[C:19]2[C:27](=[O:37])[NH:28][CH2:29][C:18]=2[C:17]=1[F:38], predict the reactants needed to synthesize it. The reactants are: C(OC([NH:8][C@H:9]1[CH2:14][CH2:13][CH2:12][CH2:11][C@H:10]1[NH:15][C:16]1[N:21]=[C:20]([C:22]2[S:26][N:25]=[CH:24][CH:23]=2)[C:19]2[C:27](=[O:37])[N:28](C(OC(C)(C)C)=O)[CH2:29][C:18]=2[C:17]=1[F:38])=O)(C)(C)C.Cl.O1CCOCC1.CCO.